Dataset: Catalyst prediction with 721,799 reactions and 888 catalyst types from USPTO. Task: Predict which catalyst facilitates the given reaction. (1) Reactant: [N+:1]([C:4]1[CH:9]=[CH:8][CH:7]=[CH:6][C:5]=1[NH:10][C:11]([O:13][CH:14]([CH:21]1[CH2:26][CH2:25][NH:24][CH2:23][CH2:22]1)[C:15]1[CH:20]=[CH:19][N:18]=[CH:17][CH:16]=1)=[O:12])([O-])=O. Product: [N:18]1[CH:19]=[CH:20][C:15]([CH:14]([CH:21]2[CH2:26][CH2:25][NH:24][CH2:23][CH2:22]2)[O:13][C:11]([NH:10][C:5]2[C:4]([NH2:1])=[CH:9][CH:8]=[CH:7][CH:6]=2)=[O:12])=[CH:16][CH:17]=1. The catalyst class is: 29. (2) Reactant: [N+:1]([C:4]1[CH:12]=[CH:11][CH:10]=[C:9]2[C:5]=1[C:6](=[O:26])[N:7]([CH:14]1[CH2:19][CH:18]([O:20][C:21](=[O:23])[CH3:22])[C:17](=[O:24])[NH:16][C:15]1=[O:25])[C:8]2=[O:13])([O-])=O. Product: [NH2:1][C:4]1[CH:12]=[CH:11][CH:10]=[C:9]2[C:5]=1[C:6](=[O:26])[N:7]([CH:14]1[CH2:19][CH:18]([O:20][C:21](=[O:23])[CH3:22])[C:17](=[O:24])[NH:16][C:15]1=[O:25])[C:8]2=[O:13]. The catalyst class is: 19. (3) Reactant: C(=O)([O-])[O-].[K+].[K+].C([O:9][C:10](=[O:31])[CH2:11][CH2:12][C@H:13]1[CH2:17][O:16][C@@H:15]2[C@@H:18]([NH:21][C:22]([NH:24][CH:25]3[CH2:30][CH2:29][CH2:28][CH2:27][CH2:26]3)=[O:23])[CH2:19][O:20][C@H:14]12)C. Product: [CH:25]1([NH:24][C:22](=[O:23])[NH:21][C@@H:18]2[C@H:15]3[O:16][CH2:17][C@H:13]([CH2:12][CH2:11][C:10]([OH:31])=[O:9])[C@H:14]3[O:20][CH2:19]2)[CH2:30][CH2:29][CH2:28][CH2:27][CH2:26]1. The catalyst class is: 5. (4) Reactant: [C:1]([O:5][C:6]([NH:8][CH2:9][C:10]1([CH2:13]C(O)=O)[CH2:12][CH2:11]1)=[O:7])([CH3:4])([CH3:3])[CH3:2].Cl.[CH:18]12[CH2:27][CH:22]3[CH2:23][CH:24]([CH2:26][CH:20]([CH2:21]3)[CH:19]1[NH2:28])[CH2:25]2.C1N(P(Cl)(N2C(=O)OCC2)=O)C(=O)[O:31]C1. Product: [C:1]([O:5][C:6](=[O:7])[NH:8][CH2:9][C:10]1([C:13](=[O:31])[NH:28][CH:19]2[CH:20]3[CH2:26][CH:24]4[CH2:23][CH:22]([CH2:27][CH:18]2[CH2:25]4)[CH2:21]3)[CH2:11][CH2:12]1)([CH3:2])([CH3:3])[CH3:4]. The catalyst class is: 2. (5) Reactant: [CH3:1][C:2]1[C:8]([N+:9]([O-:11])=[O:10])=[CH:7][CH:6]=[CH:5][C:3]=1[NH2:4].[N:12]([O-])=O.[Na+]. Product: [N+:9]([C:8]1[CH:7]=[CH:6][CH:5]=[C:3]2[C:2]=1[CH:1]=[N:12][NH:4]2)([O-:11])=[O:10]. The catalyst class is: 313. (6) Reactant: Br[CH2:2][CH2:3][CH2:4][CH2:5][CH2:6][CH2:7][CH2:8][CH2:9][CH2:10][OH:11].[CH3:12][C:13]1[S:17][CH:16]=[C:15]([C:18]([N:20]2[CH2:25][C:24]3([CH2:30][CH2:29][NH:28][CH2:27][CH2:26]3)[O:23][CH2:22][CH2:21]2)=[O:19])[CH:14]=1.C(N(CC)CC)C. Product: [OH:11][CH2:10][CH2:9][CH2:8][CH2:7][CH2:6][CH2:5][CH2:4][CH2:3][CH2:2][N:28]1[CH2:29][CH2:30][C:24]2([O:23][CH2:22][CH2:21][N:20]([C:18]([C:15]3[CH:14]=[C:13]([CH3:12])[S:17][CH:16]=3)=[O:19])[CH2:25]2)[CH2:26][CH2:27]1. The catalyst class is: 10. (7) Reactant: [CH3:1][O:2][C:3]1[CH:4]=[C:5]2[C:10](=[CH:11][C:12]=1[O:13][CH3:14])[N:9]=[CH:8][CH:7]=[C:6]2[O:15][C:16]1[C:22]([CH3:23])=[CH:21][C:19]([NH2:20])=[C:18]([CH3:24])[CH:17]=1.C(N(CC)CC)C.ClC(Cl)(O[C:36](=[O:42])OC(Cl)(Cl)Cl)Cl.[CH2:44]([N:46]([CH2:50][CH3:51])[CH2:47][CH2:48][NH2:49])[CH3:45]. Product: [CH2:44]([N:46]([CH2:50][CH3:51])[CH2:47][CH2:48][NH:49][C:36]([NH:20][C:19]1[CH:21]=[C:22]([CH3:23])[C:16]([O:15][C:6]2[C:5]3[C:10](=[CH:11][C:12]([O:13][CH3:14])=[C:3]([O:2][CH3:1])[CH:4]=3)[N:9]=[CH:8][CH:7]=2)=[CH:17][C:18]=1[CH3:24])=[O:42])[CH3:45]. The catalyst class is: 146.